Dataset: Merck oncology drug combination screen with 23,052 pairs across 39 cell lines. Task: Regression. Given two drug SMILES strings and cell line genomic features, predict the synergy score measuring deviation from expected non-interaction effect. (1) Drug 1: CC(=O)OC1C(=O)C2(C)C(O)CC3OCC3(OC(C)=O)C2C(OC(=O)c2ccccc2)C2(O)CC(OC(=O)C(O)C(NC(=O)c3ccccc3)c3ccccc3)C(C)=C1C2(C)C. Drug 2: Cn1cc(-c2cnn3c(N)c(Br)c(C4CCCNC4)nc23)cn1. Cell line: SW837. Synergy scores: synergy=-17.7. (2) Drug 1: CCN(CC)CCNC(=O)c1c(C)[nH]c(C=C2C(=O)Nc3ccc(F)cc32)c1C. Drug 2: CC(C)CC(NC(=O)C(Cc1ccccc1)NC(=O)c1cnccn1)B(O)O. Cell line: A2058. Synergy scores: synergy=-3.79. (3) Drug 1: O=c1[nH]cc(F)c(=O)[nH]1. Drug 2: Cc1nc(Nc2ncc(C(=O)Nc3c(C)cccc3Cl)s2)cc(N2CCN(CCO)CC2)n1. Cell line: UWB1289BRCA1. Synergy scores: synergy=7.67.